From a dataset of Peptide-MHC class II binding affinity with 134,281 pairs from IEDB. Regression. Given a peptide amino acid sequence and an MHC pseudo amino acid sequence, predict their binding affinity value. This is MHC class II binding data. (1) The peptide sequence is EEFVSLASRFLVEED. The MHC is HLA-DQA10501-DQB10201 with pseudo-sequence HLA-DQA10501-DQB10201. The binding affinity (normalized) is 0.340. (2) The peptide sequence is EAMDTISVFLHSEEG. The MHC is DRB3_0101 with pseudo-sequence DRB3_0101. The binding affinity (normalized) is 0.484. (3) The peptide sequence is EKKHFAATQFEPLAA. The MHC is HLA-DQA10101-DQB10501 with pseudo-sequence HLA-DQA10101-DQB10501. The binding affinity (normalized) is 0.439. (4) The peptide sequence is QKQVQSVRYLVMAIV. The MHC is DRB1_0101 with pseudo-sequence DRB1_0101. The binding affinity (normalized) is 0.515. (5) The peptide sequence is SQDLELSWNKNGLQAY. The MHC is DRB1_0802 with pseudo-sequence DRB1_0802. The binding affinity (normalized) is 0.407.